This data is from Full USPTO retrosynthesis dataset with 1.9M reactions from patents (1976-2016). The task is: Predict the reactants needed to synthesize the given product. (1) Given the product [N+:10]([C:13]1[CH:18]=[CH:17][C:16]([S:19]([N:3]2[CH2:8][CH2:7][C:6]([OH:2])([OH:9])[CH2:5][CH2:4]2)(=[O:21])=[O:20])=[CH:15][CH:14]=1)([O-:12])=[O:11], predict the reactants needed to synthesize it. The reactants are: Cl.[OH2:2].[NH:3]1[CH2:8][CH2:7][C:6](=[O:9])[CH2:5][CH2:4]1.[N+:10]([C:13]1[CH:18]=[CH:17][C:16]([S:19](Cl)(=[O:21])=[O:20])=[CH:15][CH:14]=1)([O-:12])=[O:11]. (2) Given the product [CH:1]1([C:7]2[C:11]([CH2:12][OH:13])=[CH:10][N:9]([C:17]3[CH:22]=[CH:21][C:20]([C:23]([F:24])([F:26])[F:25])=[CH:19][N:18]=3)[N:8]=2)[CH2:2][CH2:3][CH2:4][CH2:5][CH2:6]1, predict the reactants needed to synthesize it. The reactants are: [CH:1]1([C:7]2[C:11]([C:12](OCC)=[O:13])=[CH:10][N:9]([C:17]3[CH:22]=[CH:21][C:20]([C:23]([F:26])([F:25])[F:24])=[CH:19][N:18]=3)[N:8]=2)[CH2:6][CH2:5][CH2:4][CH2:3][CH2:2]1.[H-].C([Al+]CC(C)C)C(C)C.Cl. (3) Given the product [N:15]([CH2:2][C:3]([C:5]1[CH:6]=[C:7]([CH:12]=[CH:13][CH:14]=1)[C:8]([O:10][CH3:11])=[O:9])=[O:4])=[N+:16]=[N-:17], predict the reactants needed to synthesize it. The reactants are: Br[CH2:2][C:3]([C:5]1[CH:6]=[C:7]([CH:12]=[CH:13][CH:14]=1)[C:8]([O:10][CH3:11])=[O:9])=[O:4].[N-:15]=[N+:16]=[N-:17].[Na+]. (4) Given the product [Br:26][C:5]#[C:6][C:7]1[CH:12]=[CH:11][CH:10]=[CH:9][C:8]=1[CH2:13][CH2:14][NH:15][C:16](=[O:18])[CH3:17], predict the reactants needed to synthesize it. The reactants are: C[Si]([C:5]#[C:6][C:7]1[CH:12]=[CH:11][CH:10]=[CH:9][C:8]=1[CH2:13][CH2:14][NH:15][C:16](=[O:18])[CH3:17])(C)C.C1C(=O)N([Br:26])C(=O)C1. (5) Given the product [C:12]([N:16]1[C:20](=[O:21])[CH:19]=[C:18]([C:3]2[CH:4]=[CH:5][C:6]([CH3:8])=[CH:7][C:2]=2[F:1])[S:17]1(=[O:23])=[O:24])([CH3:15])([CH3:13])[CH3:14], predict the reactants needed to synthesize it. The reactants are: [F:1][C:2]1[CH:7]=[C:6]([CH3:8])[CH:5]=[CH:4][C:3]=1B(O)O.[C:12]([N:16]1[C:20](=[O:21])[CH:19]=[C:18](Cl)[S:17]1(=[O:24])=[O:23])([CH3:15])([CH3:14])[CH3:13].ClCCl.C(N(CC)CC)C.